This data is from Reaction yield outcomes from USPTO patents with 853,638 reactions. The task is: Predict the reaction yield, written as a fraction of the theoretical maximum amount of product (1.0 means a 100% yield; for example, 0.34 means a 34% yield). (1) The reactants are [CH3:1][S:2]([C:5]1[CH:6]=[CH:7][C:8]([N+:11]([O-])=O)=[N:9][CH:10]=1)(=[O:4])=[O:3]. The catalyst is CO.[Pd]. The product is [CH3:1][S:2]([C:5]1[CH:6]=[CH:7][C:8]([NH2:11])=[N:9][CH:10]=1)(=[O:4])=[O:3]. The yield is 0.980. (2) The reactants are [CH3:1][N:2]([CH3:28])[C:3]1([C:22]2[CH:27]=[CH:26][CH:25]=[CH:24][N:23]=2)[CH2:8][CH2:7][CH:6]([CH2:9][C:10]([NH:12][CH2:13][CH2:14][CH2:15][C:16]2[CH:21]=[CH:20][CH:19]=[CH:18][CH:17]=2)=[O:11])[CH2:5][CH2:4]1.[Cl:29][Si](C)(C)C. The catalyst is CC(CC)=O. The product is [ClH:29].[CH3:28][N:2]([CH3:1])[C:3]1([C:22]2[CH:27]=[CH:26][CH:25]=[CH:24][N:23]=2)[CH2:4][CH2:5][CH:6]([CH2:9][C:10]([NH:12][CH2:13][CH2:14][CH2:15][C:16]2[CH:17]=[CH:18][CH:19]=[CH:20][CH:21]=2)=[O:11])[CH2:7][CH2:8]1. The yield is 0.940. (3) The reactants are [CH3:1][C:2]1[CH:11]=[C:10]2[C:5]([CH2:6][CH2:7][C:8](=[O:12])[NH:9]2)=[CH:4][C:3]=1[C:13]([OH:15])=[O:14].S(=O)(=O)(O)O.[CH2:21](O)[CH3:22]. No catalyst specified. The product is [CH2:21]([O:14][C:13]([C:3]1[CH:4]=[C:5]2[C:10](=[CH:11][C:2]=1[CH3:1])[NH:9][C:8](=[O:12])[CH2:7][CH2:6]2)=[O:15])[CH3:22]. The yield is 0.700. (4) The reactants are [OH:1][C:2]1[CH:9]=[C:8]([O:10][CH3:11])[CH:7]=[CH:6][C:3]=1[CH:4]=[O:5].[C:12]([O:16][C:17](O[C:17]([O:16][C:12]([CH3:15])([CH3:14])[CH3:13])=[O:18])=[O:18])([CH3:15])([CH3:14])[CH3:13]. The catalyst is C1COCC1.CN(C1C=CN=CC=1)C. The product is [C:17](=[O:18])([O:1][C:2]1[CH:9]=[C:8]([O:10][CH3:11])[CH:7]=[CH:6][C:3]=1[CH:4]=[O:5])[O:16][C:12]([CH3:15])([CH3:14])[CH3:13]. The yield is 0.850. (5) The reactants are [CH2:1]([N:8]1[CH2:13][CH:12]([C:14](OC)=[O:15])[CH2:11][CH:10]([C:18](OC)=[O:19])[CH2:9]1)[C:2]1[CH:7]=[CH:6][CH:5]=[CH:4][CH:3]=1.[H-].[Al+3].[Li+].[H-].[H-].[H-].CO.[OH-].[Na+]. The catalyst is C1COCC1. The product is [CH2:1]([N:8]1[CH2:13][CH:12]([CH2:14][OH:15])[CH2:11][CH:10]([CH2:18][OH:19])[CH2:9]1)[C:2]1[CH:3]=[CH:4][CH:5]=[CH:6][CH:7]=1. The yield is 0.750. (6) The reactants are [Cl:1][C:2]1[CH:7]=[CH:6][C:5]2=[N:8][C:9]3[C:22]4[CH:21]=[CH:20][CH:19]=[CH:18][C:17]=4[N:16]([CH3:23])[C:15]4[C:10]=3[C:11]([CH:12]=[C:13]([O:24]C)[CH:14]=4)=[C:4]2[CH:3]=1.ClC1C=CC2=NC3C4C=CC=CC=4NC4C=3C(C=C(OC)C=4)=C2C=1.[Cl-].[Al+3].[Cl-].[Cl-]. The catalyst is C1C=CC=CC=1. The product is [Cl:1][C:2]1[CH:7]=[CH:6][C:5]2=[N:8][C:9]3[C:22]4[CH:21]=[CH:20][CH:19]=[CH:18][C:17]=4[N:16]([CH3:23])[C:15]4[C:10]=3[C:11]([CH:12]=[C:13]([OH:24])[CH:14]=4)=[C:4]2[CH:3]=1. The yield is 0.880. (7) The reactants are [C:1]1([C:7]2[C:11]3[CH:12]=[N:13][CH:14]=[CH:15][C:10]=3[NH:9][CH:8]=2)[CH:6]=[CH:5][CH:4]=[CH:3][CH:2]=1.[F:16][C:17]1[CH:36]=[CH:35][C:20]([CH2:21][NH:22][C:23]([C:25]2[CH:30]=[CH:29][C:28]([S:31](Cl)(=[O:33])=[O:32])=[CH:27][CH:26]=2)=[O:24])=[CH:19][CH:18]=1. The catalyst is C1COCC1. The product is [F:16][C:17]1[CH:18]=[CH:19][C:20]([CH2:21][NH:22][C:23](=[O:24])[C:25]2[CH:30]=[CH:29][C:28]([S:31]([N:9]3[C:10]4[CH:15]=[CH:14][N:13]=[CH:12][C:11]=4[C:7]([C:1]4[CH:2]=[CH:3][CH:4]=[CH:5][CH:6]=4)=[CH:8]3)(=[O:32])=[O:33])=[CH:27][CH:26]=2)=[CH:35][CH:36]=1. The yield is 0.790. (8) The reactants are [CH3:1][S:2](Cl)(=[O:4])=[O:3].[F:6][C:7]([F:35])([F:34])[C:8]1[N:12]2[N:13]=[C:14]([N:17]3[CH2:22][CH2:21][N:20]([C:23]4[CH:33]=[CH:32][C:26]([O:27][CH2:28][CH2:29][CH2:30][OH:31])=[CH:25][CH:24]=4)[CH2:19][CH2:18]3)[CH:15]=[CH:16][C:11]2=[N:10][N:9]=1.C(N(CC)CC)C.O. The catalyst is C(Cl)Cl. The product is [CH3:1][S:2]([O:31][CH2:30][CH2:29][CH2:28][O:27][C:26]1[CH:25]=[CH:24][C:23]([N:20]2[CH2:19][CH2:18][N:17]([C:14]3[CH:15]=[CH:16][C:11]4[N:12]([C:8]([C:7]([F:6])([F:34])[F:35])=[N:9][N:10]=4)[N:13]=3)[CH2:22][CH2:21]2)=[CH:33][CH:32]=1)(=[O:4])=[O:3]. The yield is 0.760.